Dataset: Forward reaction prediction with 1.9M reactions from USPTO patents (1976-2016). Task: Predict the product of the given reaction. (1) Given the reactants [O:1]=[C:2]1[N:11]([NH:12][S:13]([CH3:16])(=[O:15])=[O:14])[C:10](=[O:17])[C:9]2[C:4](=[CH:5][C:6]([C:23]([F:26])([F:25])[F:24])=[C:7]([C@H:18]3[CH2:22][CH2:21][CH2:20][O:19]3)[CH:8]=2)[NH:3]1.[C:27](Cl)(=[O:33])[CH2:28][CH2:29][CH2:30][CH2:31][CH3:32], predict the reaction product. The product is: [O:1]=[C:2]1[N:11]([N:12]([C:27](=[O:33])[CH2:28][CH2:29][CH2:30][CH2:31][CH3:32])[S:13]([CH3:16])(=[O:15])=[O:14])[C:10](=[O:17])[C:9]2[C:4](=[CH:5][C:6]([C:23]([F:25])([F:26])[F:24])=[C:7]([C@H:18]3[CH2:22][CH2:21][CH2:20][O:19]3)[CH:8]=2)[NH:3]1. (2) Given the reactants [CH:1]1([CH2:4][N+:5]2([O-])[CH2:23][CH2:22][C@:12]34[C:13]5[C:14]6[O:21][C@H:11]3[C:10](=[O:24])[CH2:9][CH2:8][C@@:7]4([O:25]CC)[C@H:6]2[CH2:19][C:18]=5[CH:17]=[CH:16][C:15]=6[OH:20])[CH2:3][CH2:2]1.[CH2:29](Br)[C:30]1[CH:35]=[CH:34][CH:33]=[CH:32][CH:31]=1.C([O-])([O-])=O.[K+].[K+], predict the reaction product. The product is: [CH:1]1([CH2:4][N:5]2[CH2:23][CH2:22][C@:12]34[C:13]5[C:14]6[O:21][C@H:11]3[C:10](=[O:24])[CH2:9][CH2:8][C@@:7]4([OH:25])[C@H:6]2[CH2:19][C:18]=5[CH:17]=[CH:16][C:15]=6[O:20][CH2:29][C:30]2[CH:35]=[CH:34][CH:33]=[CH:32][CH:31]=2)[CH2:2][CH2:3]1. (3) The product is: [CH3:8][C:9]1[CH:14]=[CH:13][C:12]([C:2]2[CH:3]=[N:4][CH:5]=[N:6][CH:7]=2)=[CH:11][C:10]=1[N+:18]([O-:20])=[O:19]. Given the reactants Br[C:2]1[CH:3]=[N:4][CH:5]=[N:6][CH:7]=1.[CH3:8][C:9]1[CH:14]=[CH:13][C:12](B(O)O)=[CH:11][C:10]=1[N+:18]([O-:20])=[O:19].C(=O)([O-])[O-].[Na+].[Na+], predict the reaction product. (4) Given the reactants Cl[S:2]([OH:5])(=O)=[O:3].[Cl:6][C:7]1[CH:8]=[C:9]2[C:14](=[C:15]([C:17]3[CH:22]=[CH:21][CH:20]=[CH:19][CH:18]=3)[CH:16]=1)[O:13][CH:12]([C:23]([F:26])([F:25])[F:24])[C:11]([C:27]([OH:29])=[O:28])=[CH:10]2.[OH-].[NH4+:31], predict the reaction product. The product is: [NH2:31][S:2]([C:20]1[CH:21]=[CH:22][C:17]([C:15]2[CH:16]=[C:7]([Cl:6])[CH:8]=[C:9]3[C:14]=2[O:13][CH:12]([C:23]([F:26])([F:24])[F:25])[C:11]([C:27]([OH:29])=[O:28])=[CH:10]3)=[CH:18][CH:19]=1)(=[O:5])=[O:3]. (5) Given the reactants [NH2:1][CH2:2][CH2:3][C:4]1[C:12]2[C:7](=[CH:8][CH:9]=[CH:10][CH:11]=2)[NH:6][CH:5]=1.[Cl-].[Br:14][CH2:15][CH2:16][CH2:17][OH:18].C(N(CC)CC)C, predict the reaction product. The product is: [NH:6]1[C:7]2[C:12](=[CH:11][CH:10]=[CH:9][CH:8]=2)[C:4]([CH2:3][CH2:2][NH:1][C:17](=[O:18])[CH2:16][CH2:15][Br:14])=[CH:5]1. (6) Given the reactants [CH2:1]([C:3]1[N:13]([CH2:14][C:15]2[CH:20]=[CH:19][C:18](/[CH:21]=[CH:22]/[CH2:23]O)=[CH:17][CH:16]=2)[C:6]2=[N:7][C:8]([CH3:12])=[CH:9][C:10]([CH3:11])=[C:5]2[N:4]=1)[CH3:2].[OH:25][CH:26]1[CH2:31][CH2:30][NH:29][CH2:28][CH2:27]1, predict the reaction product. The product is: [CH2:1]([C:3]1[N:13]([CH2:14][C:15]2[CH:16]=[CH:17][C:18](/[CH:21]=[CH:22]/[CH2:23][N:29]3[CH2:30][CH2:31][CH:26]([OH:25])[CH2:27][CH2:28]3)=[CH:19][CH:20]=2)[C:6]2=[N:7][C:8]([CH3:12])=[CH:9][C:10]([CH3:11])=[C:5]2[N:4]=1)[CH3:2].